Dataset: Catalyst prediction with 721,799 reactions and 888 catalyst types from USPTO. Task: Predict which catalyst facilitates the given reaction. (1) The catalyst class is: 137. Product: [NH2:6][C@@:5]([C:14]1[S:15][C:16]([C:19]2[CH:24]=[CH:23][C:22]([O:25][CH2:26][CH2:27][O:28][CH2:29][CH2:30][CH2:31][CH2:32][CH3:33])=[C:21]([C:34]([F:35])([F:36])[F:37])[CH:20]=2)=[N:17][N:18]=1)([CH3:38])[CH2:4][OH:3]. Reactant: CC1(C)[N:6](C(OC(C)(C)C)=O)[C@@:5]([CH3:38])([C:14]2[S:15][C:16]([C:19]3[CH:24]=[CH:23][C:22]([O:25][CH2:26][CH2:27][O:28][CH2:29][CH2:30][CH2:31][CH2:32][CH3:33])=[C:21]([C:34]([F:37])([F:36])[F:35])[CH:20]=3)=[N:17][N:18]=2)[CH2:4][O:3]1. (2) Reactant: [O:1]1[C:5]2([CH2:10][CH2:9][CH:8]([OH:11])[CH2:7][CH2:6]2)[O:4][CH2:3][CH2:2]1.[CH3:12][S:13](Cl)(=[O:15])=[O:14].C(N(CC)CC)C. Product: [O:1]1[C:5]2([CH2:10][CH2:9][CH:8]([O:11][S:13]([CH3:12])(=[O:15])=[O:14])[CH2:7][CH2:6]2)[O:4][CH2:3][CH2:2]1. The catalyst class is: 4. (3) Reactant: [NH2:1][CH:2]([CH:6]1[CH2:9][N:8]([CH:10]([C:17]2[CH:22]=[CH:21][CH:20]=[CH:19][CH:18]=2)[C:11]2[CH:16]=[CH:15][CH:14]=[CH:13][CH:12]=2)[CH2:7]1)[CH2:3][C:4]#[N:5].C(N(CC)CC)C.[F:30][C:31]([F:42])([F:41])[C:32](O[C:32](=[O:33])[C:31]([F:42])([F:41])[F:30])=[O:33]. Product: [CH:10]([N:8]1[CH2:9][CH:6]([CH:2]([NH:1][C:32](=[O:33])[C:31]([F:42])([F:41])[F:30])[CH2:3][C:4]#[N:5])[CH2:7]1)([C:17]1[CH:18]=[CH:19][CH:20]=[CH:21][CH:22]=1)[C:11]1[CH:12]=[CH:13][CH:14]=[CH:15][CH:16]=1. The catalyst class is: 46. (4) Reactant: C([O:3][C:4](=[O:34])[CH2:5][NH:6][C:7](=[O:33])[C:8]1[CH:13]=[CH:12][C:11]([S:14](=[O:32])(=[O:31])[NH:15][C:16]2[CH:21]=[CH:20][CH:19]=[CH:18][C:17]=2[O:22][C:23]2[CH:28]=[CH:27][C:26]([Cl:29])=[CH:25][C:24]=2[Cl:30])=[CH:10][CH:9]=1)C.O.CO. Product: [Cl:30][C:24]1[CH:25]=[C:26]([Cl:29])[CH:27]=[CH:28][C:23]=1[O:22][C:17]1[CH:18]=[CH:19][CH:20]=[CH:21][C:16]=1[NH:15][S:14]([C:11]1[CH:12]=[CH:13][C:8]([C:7]([NH:6][CH2:5][C:4]([OH:34])=[O:3])=[O:33])=[CH:9][CH:10]=1)(=[O:31])=[O:32]. The catalyst class is: 7. (5) Reactant: [N+:1]([C:4]1[CH:9]=[CH:8][CH:7]=[CH:6][C:5]=1[S:10]([N:13]1[CH2:19][CH2:18][CH2:17][N:16]2[N:20]=[C:21]([C:23]([O:25]CC)=[O:24])[CH:22]=[C:15]2[CH2:14]1)(=[O:12])=[O:11])([O-:3])=[O:2].[OH-].[Li+].O.Cl. Product: [N+:1]([C:4]1[CH:9]=[CH:8][CH:7]=[CH:6][C:5]=1[S:10]([N:13]1[CH2:19][CH2:18][CH2:17][N:16]2[N:20]=[C:21]([C:23]([OH:25])=[O:24])[CH:22]=[C:15]2[CH2:14]1)(=[O:12])=[O:11])([O-:3])=[O:2]. The catalyst class is: 36. (6) Reactant: [Br:1][C:2]1[CH:7]=[C:6]([N+:8]([O-])=O)[C:5]([F:11])=[CH:4][C:3]=1[CH3:12].O.O.Cl[Sn]Cl.C([O-])(O)=O.[Na+]. Product: [Br:1][C:2]1[C:3]([CH3:12])=[CH:4][C:5]([F:11])=[C:6]([CH:7]=1)[NH2:8]. The catalyst class is: 8. (7) Reactant: O[CH2:2][CH2:3][CH2:4][O:5][CH2:6]/[CH:7]=[CH:8]/[C:9]1[CH:18]=[CH:17][C:12]2[O:13][CH2:14][CH2:15][O:16][C:11]=2[CH:10]=1.C1(P(C2C=CC=CC=2)C2C=CC=CC=2)C=CC=CC=1.N1C=CN=C1.[I:43]I. Product: [I:43][CH2:2][CH2:3][CH2:4][O:5][CH2:6]/[CH:7]=[CH:8]/[C:9]1[CH:18]=[CH:17][C:12]2[O:13][CH2:14][CH2:15][O:16][C:11]=2[CH:10]=1. The catalyst class is: 11. (8) Reactant: [O:1]=[C:2]1[NH:7][C:6](=[S:8])[NH:5][C:4]([CH2:9][C:10]2[CH:11]=[C:12]3[C:17](=[CH:18][CH:19]=2)[C:16]([C:20]([OH:22])=[O:21])=[CH:15][CH:14]=[CH:13]3)=[CH:3]1.[OH-].[Na+].[CH3:25]I. Product: [OH:1][C:2]1[N:7]=[C:6]([S:8][CH3:25])[N:5]=[C:4]([CH2:9][C:10]2[CH:11]=[C:12]3[C:17](=[CH:18][CH:19]=2)[C:16]([C:20]([OH:22])=[O:21])=[CH:15][CH:14]=[CH:13]3)[CH:3]=1. The catalyst class is: 20.